From a dataset of Forward reaction prediction with 1.9M reactions from USPTO patents (1976-2016). Predict the product of the given reaction. (1) Given the reactants [Cl-].O[NH3+:3].[C:4](=[O:7])([O-])[OH:5].[Na+].CS(C)=O.[CH3:13][O:14][CH2:15][C:16]([CH3:51])([CH3:50])[O:17][C:18]1[CH:23]=[CH:22][C:21]([N:24]2[C:29](=[O:30])[C:28]([CH2:31][C:32]3[CH:37]=[CH:36][C:35]([C:38]4[C:39]([C:44]#[N:45])=[CH:40][CH:41]=[CH:42][CH:43]=4)=[CH:34][CH:33]=3)=[C:27]([CH2:46][CH2:47][CH3:48])[N:26]=[C:25]2[CH3:49])=[CH:20][CH:19]=1, predict the reaction product. The product is: [CH3:13][O:14][CH2:15][C:16]([CH3:50])([CH3:51])[O:17][C:18]1[CH:19]=[CH:20][C:21]([N:24]2[C:29](=[O:30])[C:28]([CH2:31][C:32]3[CH:37]=[CH:36][C:35]([C:38]4[CH:43]=[CH:42][CH:41]=[CH:40][C:39]=4[C:44]4[NH:3][C:4](=[O:7])[O:5][N:45]=4)=[CH:34][CH:33]=3)=[C:27]([CH2:46][CH2:47][CH3:48])[N:26]=[C:25]2[CH3:49])=[CH:22][CH:23]=1. (2) The product is: [C:10]([C:7]1[CH:8]=[CH:9][C:4]([CH2:3][OH:2])=[CH:5][C:6]=1[C:13]([F:14])([F:15])[F:16])([CH3:12])=[CH2:11]. Given the reactants C[O:2][C:3](=O)[C:4]1[CH:9]=[CH:8][C:7]([C:10]([CH3:12])=[CH2:11])=[C:6]([C:13]([F:16])([F:15])[F:14])[CH:5]=1.[Cl-].[NH4+].S([O-])([O-])(=O)=O.[Mg+2], predict the reaction product. (3) The product is: [ClH:38].[CH3:1][O:2][C:3]1[CH:4]=[C:5](/[C:9](=[CH:16]\[CH3:17])/[C@@H:10]([CH3:15])[CH2:11][N:12]([CH3:14])[CH3:13])[CH:6]=[CH:7][CH:8]=1. Given the reactants [CH3:1][O:2][C:3]1[CH:4]=[C:5](/[C:9](=[CH:16]\[CH3:17])/[C@@H:10]([CH3:15])[CH2:11][N:12]([CH3:14])[CH3:13])[CH:6]=[CH:7][CH:8]=1.COC1C=C(/C(=C/C)/[C@@H](C)CN(C)C)C=CC=1.O.C[Si](C)(C)[Cl:38], predict the reaction product. (4) Given the reactants [C:1]([C:5]1[CH:10]=[CH:9][CH:8]=[CH:7][C:6]=1[N:11]1[CH2:16][CH2:15][N:14]([C:17]([C:19]2[CH:28]=[CH:27][C:22]([C:23]([O:25]C)=[O:24])=[CH:21][CH:20]=2)=[O:18])[CH2:13][CH2:12]1)([CH3:4])([CH3:3])[CH3:2].[OH-].[Na+].CO.Cl, predict the reaction product. The product is: [C:1]([C:5]1[CH:10]=[CH:9][CH:8]=[CH:7][C:6]=1[N:11]1[CH2:12][CH2:13][N:14]([C:17]([C:19]2[CH:20]=[CH:21][C:22]([C:23]([OH:25])=[O:24])=[CH:27][CH:28]=2)=[O:18])[CH2:15][CH2:16]1)([CH3:4])([CH3:2])[CH3:3]. (5) The product is: [CH2:1]([O:3][C:4](=[O:33])[CH2:5][N:6]([C:8](=[O:32])[C@@H:9]([NH:24][C:25]([O:27][C:28]([CH3:29])([CH3:31])[CH3:30])=[O:26])[CH2:10][N:11]([CH3:34])[S:12]([C:15]1[CH:20]=[CH:19][CH:18]=[CH:17][C:16]=1[N+:21]([O-:23])=[O:22])(=[O:14])=[O:13])[CH3:7])[CH3:2]. Given the reactants [CH2:1]([O:3][C:4](=[O:33])[CH2:5][N:6]([C:8](=[O:32])[C@@H:9]([NH:24][C:25]([O:27][C:28]([CH3:31])([CH3:30])[CH3:29])=[O:26])[CH2:10][NH:11][S:12]([C:15]1[CH:20]=[CH:19][CH:18]=[CH:17][C:16]=1[N+:21]([O-:23])=[O:22])(=[O:14])=[O:13])[CH3:7])[CH3:2].[C:34]([O-])([O-])=O.[K+].[K+].CI, predict the reaction product. (6) Given the reactants C(OC(=O)[NH:7][C:8]1[CH:13]=[CH:12][C:11]([C:14]2[CH:19]=[CH:18][C:17]([F:20])=[CH:16][CH:15]=2)=[CH:10][C:9]=1[NH:21][C:22](=[O:37])[CH2:23][C:24]([C:26]1[CH:31]=[CH:30][CH:29]=[C:28]([N:32]2[CH:36]=[CH:35][N:34]=[CH:33]2)[CH:27]=1)=O)(C)(C)C.C(O)(C(F)(F)F)=O, predict the reaction product. The product is: [F:20][C:17]1[CH:16]=[CH:15][C:14]([C:11]2[CH:12]=[CH:13][C:8]3[N:7]=[C:24]([C:26]4[CH:31]=[CH:30][CH:29]=[C:28]([N:32]5[CH:36]=[CH:35][N:34]=[CH:33]5)[CH:27]=4)[CH2:23][C:22](=[O:37])[NH:21][C:9]=3[CH:10]=2)=[CH:19][CH:18]=1. (7) Given the reactants [C:1]1(=[O:12])[C:5]2([CH2:10][CH2:9][NH:8][CH2:7][CH2:6]2)[CH2:4][C:3](=[O:11])[NH:2]1.O1CCOCC1.[ClH:19], predict the reaction product. The product is: [ClH:19].[C:1]1(=[O:12])[C:5]2([CH2:6][CH2:7][NH:8][CH2:9][CH2:10]2)[CH2:4][C:3](=[O:11])[NH:2]1. (8) The product is: [F:41][CH2:40][C@@:27]1([C:30]([OH:32])=[O:31])[CH2:28][CH2:29][C:24]([C:11]2[C:12]([CH3:22])([CH3:23])[C@H:13]3[C@:8]([CH3:42])([CH2:9][CH:10]=2)[C@@H:7]2[C@:16]([CH3:21])([C@@:17]4([CH3:20])[C@H:4]([CH2:5][CH2:6]2)[C@H:3]2[C@H:43]([C:46]([CH3:48])=[CH2:47])[CH2:44][CH2:45][C@:2]2([NH:1][CH2:50][CH2:51][N:52]2[CH2:58][CH:57]([CH3:59])[CH2:56][S:55](=[O:61])(=[O:60])[CH2:54][CH2:53]2)[CH2:19][CH2:18]4)[CH2:15][CH2:14]3)=[CH:25][CH2:26]1. Given the reactants [NH2:1][C@:2]12[CH2:45][CH2:44][C@@H:43]([C:46]([CH3:48])=[CH2:47])[C@@H:3]1[C@@H:4]1[C@@:17]([CH3:20])([CH2:18][CH2:19]2)[C@@:16]2([CH3:21])[C@@H:7]([C@:8]3([CH3:42])[C@@H:13]([CH2:14][CH2:15]2)[C:12]([CH3:23])([CH3:22])[C:11]([C:24]2[CH2:29][CH2:28][C@@:27]([CH2:40][F:41])([C:30]([O:32]CC4C=CC=CC=4)=[O:31])[CH2:26][CH:25]=2)=[CH:10][CH2:9]3)[CH2:6][CH2:5]1.Cl[CH2:50][CH2:51][N:52]1[CH2:58][CH:57]([CH3:59])[CH2:56][S:55](=[O:61])(=[O:60])[CH2:54][CH2:53]1.[I-].[K+].P([O-])([O-])([O-])=O.[K+].[K+].[K+].[OH-].[Na+], predict the reaction product.